From a dataset of Reaction yield outcomes from USPTO patents with 853,638 reactions. Predict the reaction yield, written as a fraction of the theoretical maximum amount of product (1.0 means a 100% yield; for example, 0.34 means a 34% yield). (1) The reactants are [F:1][C:2]1([F:30])[CH2:7][CH2:6][N:5]([C:8]([C:10]2[NH:11][C:12]3[C:17]([CH:18]=2)=[CH:16][C:15]([C:19]([N:21]2[CH2:26][CH2:25][N:24]([CH:27]([CH3:29])[CH3:28])[CH2:23][CH2:22]2)=[O:20])=[CH:14][CH:13]=3)=[O:9])[CH2:4][CH2:3]1.[H-].[Na+].CS(O[CH2:38][C:39]([F:42])([F:41])[F:40])(=O)=O. The catalyst is CN(C)C=O. The product is [F:30][C:2]1([F:1])[CH2:7][CH2:6][N:5]([C:8]([C:10]2[N:11]([CH2:38][C:39]([F:42])([F:41])[F:40])[C:12]3[C:17]([CH:18]=2)=[CH:16][C:15]([C:19]([N:21]2[CH2:22][CH2:23][N:24]([CH:27]([CH3:28])[CH3:29])[CH2:25][CH2:26]2)=[O:20])=[CH:14][CH:13]=3)=[O:9])[CH2:4][CH2:3]1. The yield is 0.500. (2) The reactants are C(=O)([O-])[O-].[K+].[K+].[CH2:7](CN)[C:8]1[CH:13]=[CH:12][CH:11]=[CH:10][CH:9]=1.Br[CH2:17][CH2:18][C:19]([N:21]([O:23][CH3:24])[CH3:22])=[O:20].[C:25](#[N:27])C. No catalyst specified. The product is [CH2:7]([N:27]([CH3:25])[CH2:17][CH2:18][C:19]([N:21]([O:23][CH3:24])[CH3:22])=[O:20])[C:8]1[CH:9]=[CH:10][CH:11]=[CH:12][CH:13]=1. The yield is 0.820.